Dataset: Full USPTO retrosynthesis dataset with 1.9M reactions from patents (1976-2016). Task: Predict the reactants needed to synthesize the given product. Given the product [C:23]([O:26][C:27]([NH:1][C@H:2]1[CH2:7][CH2:6][C@H:5]([C:8]([O:10][CH3:15])=[O:9])[CH2:4][CH2:3]1)=[O:28])([CH3:25])([CH3:24])[CH3:22], predict the reactants needed to synthesize it. The reactants are: [NH2:1][C@H:2]1[CH2:7][CH2:6][C@H:5]([C:8]([OH:10])=[O:9])[CH2:4][CH2:3]1.S(Cl)(Cl)=O.[CH2:15](N(CC)CC)C.[CH3:22][C:23]([O:26][C:27](O[C:27]([O:26][C:23]([CH3:25])([CH3:24])[CH3:22])=[O:28])=[O:28])([CH3:25])[CH3:24].C(=O)(O)[O-].[Na+].